Dataset: Reaction yield outcomes from USPTO patents with 853,638 reactions. Task: Predict the reaction yield, written as a fraction of the theoretical maximum amount of product (1.0 means a 100% yield; for example, 0.34 means a 34% yield). The reactants are [F:1][C:2]([F:40])([F:39])[CH:3]([C:30]1[CH:35]=[C:34]([Cl:36])[C:33]([Cl:37])=[C:32]([Cl:38])[CH:31]=1)/[CH:4]=[CH:5]/[C:6]1[CH:25]=[CH:24][C:9]([C:10]([NH:12][C:13]2([C:16](=O)[NH:17][CH2:18][C:19]([F:22])([F:21])[F:20])[CH2:15][CH2:14]2)=[O:11])=[C:8]([C:26]([F:29])([F:28])[F:27])[CH:7]=1.P12(SP3(SP(SP(S3)(S1)=S)(=S)S2)=S)=[S:42].C[Si](C)(C)O[Si](C)(C)C. The product is [F:1][C:2]([F:40])([F:39])[CH:3]([C:30]1[CH:35]=[C:34]([Cl:36])[C:33]([Cl:37])=[C:32]([Cl:38])[CH:31]=1)/[CH:4]=[CH:5]/[C:6]1[CH:25]=[CH:24][C:9]([C:10]([NH:12][C:13]2([C:16](=[S:42])[NH:17][CH2:18][C:19]([F:22])([F:21])[F:20])[CH2:15][CH2:14]2)=[O:11])=[C:8]([C:26]([F:29])([F:28])[F:27])[CH:7]=1. The catalyst is C(Cl)Cl. The yield is 0.180.